From a dataset of Forward reaction prediction with 1.9M reactions from USPTO patents (1976-2016). Predict the product of the given reaction. (1) Given the reactants Br[C:2]1[C:3]([O:21][CH3:22])=[C:4]([N:10]2[C:18]3[C:13](=[CH:14][CH:15]=[CH:16][CH:17]=3)[C:12]([Cl:19])=[C:11]2[Cl:20])[C:5](=[O:9])[N:6]([CH3:8])[N:7]=1.[C:23](=O)([O-])[O-:24].[Cs+].[Cs+], predict the reaction product. The product is: [Cl:20][C:11]1[N:10]([C:4]2[C:5](=[O:9])[N:6]([CH3:8])[N:7]=[C:2]([O:24][CH3:23])[C:3]=2[O:21][CH3:22])[C:18]2[C:13]([C:12]=1[Cl:19])=[CH:14][CH:15]=[CH:16][CH:17]=2. (2) Given the reactants BrC1C(N2CCN(C(NC3C=CC=CC=3)=O)CC2)=C2N=C(C3C=CC(N(C)C)=CC=3)NC2=NC=1.[Cl:35][C:36]1[C:37]([N:46]2[CH2:51][CH2:50][N:49]([CH:52]([C:54]3[CH:59]=[CH:58][N:57]=[CH:56][CH:55]=3)[CH3:53])[CH2:48][CH2:47]2)=[C:38]([N+:43]([O-])=O)[C:39]([NH2:42])=[N:40][CH:41]=1.[O-]S(S([O-])=O)=O.[Na+].[Na+].[CH3:68][O:69][C:70]1[CH:75]=[CH:74][C:73]([CH:76]=O)=[CH:72][CH:71]=1, predict the reaction product. The product is: [Cl:35][C:36]1[C:37]([N:46]2[CH2:51][CH2:50][N:49]([CH:52]([C:54]3[CH:59]=[CH:58][N:57]=[CH:56][CH:55]=3)[CH3:53])[CH2:48][CH2:47]2)=[C:38]2[N:43]=[C:76]([C:73]3[CH:74]=[CH:75][C:70]([O:69][CH3:68])=[CH:71][CH:72]=3)[NH:42][C:39]2=[N:40][CH:41]=1. (3) Given the reactants [C:1]([Si:5]([CH3:16])([CH3:15])[O:6][CH2:7][CH2:8][C@H:9]([OH:14])[C:10]([CH3:13])([OH:12])[CH3:11])([CH3:4])([CH3:3])[CH3:2].O.[C:18]1(C)[CH:23]=CC(S(O)(=O)=O)=C[CH:19]=1, predict the reaction product. The product is: [C:1]([Si:5]([CH3:15])([CH3:16])[O:6][CH2:7][CH2:8][C@H:9]1[C:10]([CH3:11])([CH3:13])[O:12][C:18]([CH3:23])([CH3:19])[O:14]1)([CH3:4])([CH3:3])[CH3:2]. (4) Given the reactants O[C:2]1([C:23]([F:26])([F:25])[F:24])[CH2:6][N:5]([C:7]2[CH:12]=[CH:11][C:10]([S:13]([CH3:16])(=[O:15])=[O:14])=[CH:9][CH:8]=2)[C:4]([C:17]2[CH:22]=[CH:21][CH:20]=[CH:19][CH:18]=2)=[N:3]1.O.C1(C)C=CC(S(O)(=O)=O)=CC=1, predict the reaction product. The product is: [CH3:16][S:13]([C:10]1[CH:9]=[CH:8][C:7]([N:5]2[CH:6]=[C:2]([C:23]([F:26])([F:25])[F:24])[N:3]=[C:4]2[C:17]2[CH:22]=[CH:21][CH:20]=[CH:19][CH:18]=2)=[CH:12][CH:11]=1)(=[O:15])=[O:14]. (5) Given the reactants I[CH2:2][CH2:3][C:4]1[CH:13]=[CH:12][C:7]([C:8]([O:10][CH3:11])=[O:9])=[CH:6][CH:5]=1.C(=O)([O-])[O-].[Na+].[Na+].[F:20][C:21]1[CH:22]=[CH:23][C:24]([O:45][CH2:46][C:47]2[CH:52]=[CH:51][C:50]([CH2:53][CH2:54][C:55]3[CH:60]=[CH:59][C:58]([C:61]([F:64])([F:63])[F:62])=[CH:57][CH:56]=3)=[CH:49][CH:48]=2)=[C:25]([CH2:27][CH2:28][NH:29][CH:30]2[CH2:39][CH2:38][CH2:37][C:36]3[N:35]=[C:34]([C:40]([O:42][CH2:43][CH3:44])=[O:41])[CH:33]=[CH:32][C:31]2=3)[CH:26]=1, predict the reaction product. The product is: [F:20][C:21]1[CH:22]=[CH:23][C:24]([O:45][CH2:46][C:47]2[CH:52]=[CH:51][C:50]([CH2:53][CH2:54][C:55]3[CH:56]=[CH:57][C:58]([C:61]([F:64])([F:62])[F:63])=[CH:59][CH:60]=3)=[CH:49][CH:48]=2)=[C:25]([CH2:27][CH2:28][N:29]([CH2:2][CH2:3][C:4]2[CH:13]=[CH:12][C:7]([C:8]([O:10][CH3:11])=[O:9])=[CH:6][CH:5]=2)[CH:30]2[CH2:39][CH2:38][CH2:37][C:36]3[N:35]=[C:34]([C:40]([O:42][CH2:43][CH3:44])=[O:41])[CH:33]=[CH:32][C:31]2=3)[CH:26]=1. (6) Given the reactants CS(O[CH2:6][C@@H:7]([OH:17])[C:8]([CH3:16])([CH3:15])[CH2:9]OS(C)(=O)=O)(=O)=O.[CH2:18]([NH2:25])[C:19]1[CH:24]=[CH:23][CH:22]=[CH:21][CH:20]=1, predict the reaction product. The product is: [CH2:18]([N:25]1[CH2:9][C:8]([CH3:16])([CH3:15])[C@H:7]([OH:17])[CH2:6]1)[C:19]1[CH:24]=[CH:23][CH:22]=[CH:21][CH:20]=1.